This data is from Reaction yield outcomes from USPTO patents with 853,638 reactions. The task is: Predict the reaction yield, written as a fraction of the theoretical maximum amount of product (1.0 means a 100% yield; for example, 0.34 means a 34% yield). (1) The reactants are [Br:1][CH:2]1[CH2:23][CH2:22][C:5]2=[CH:6][C:7]3[C:8]4[CH:17]=[CH:16][C:15]([CH:18]([OH:21])[CH2:19][Br:20])=[CH:14][C:9]=4[CH2:10][O:11][C:12]=3[CH:13]=[C:4]2[C:3]1=[O:24].C(=O)(O)[O-].[Na+].[Br-].[Na+].O. The catalyst is C(Cl)Cl.CC1(C)N([O])C(C)(C)CCC1.C(O)(C)C. The product is [Br:1][CH:2]1[CH2:23][CH2:22][C:5]2=[CH:6][C:7]3[C:8]4[CH:17]=[CH:16][C:15]([C:18](=[O:21])[CH2:19][Br:20])=[CH:14][C:9]=4[CH2:10][O:11][C:12]=3[CH:13]=[C:4]2[C:3]1=[O:24]. The yield is 0.760. (2) The reactants are [N+:1]([C:4]1[N:5]=[CH:6][N:7]([CH:9]2[CH2:12][O:11][CH2:10]2)[CH:8]=1)([O-])=O. The catalyst is [Pd].CO. The product is [O:11]1[CH2:12][CH:9]([N:7]2[CH:8]=[C:4]([NH2:1])[N:5]=[CH:6]2)[CH2:10]1. The yield is 0.850. (3) The product is [C:1]1([N:7]2[C:11]([B:12]3[O:13][C:19]([CH3:21])([CH3:20])[C:16]([CH3:18])([CH3:17])[O:14]3)=[CH:10][CH:9]=[N:8]2)[CH:2]=[CH:3][CH:4]=[CH:5][CH:6]=1. The catalyst is C1(C)C=CC=CC=1. The reactants are [C:1]1([N:7]2[C:11]([B:12]([OH:14])[OH:13])=[CH:10][CH:9]=[N:8]2)[CH:6]=[CH:5][CH:4]=[CH:3][CH:2]=1.O[C:16]([C:19](O)([CH3:21])[CH3:20])([CH3:18])[CH3:17]. The yield is 0.640. (4) The reactants are [Cl:1][C:2]1[CH:3]=[CH:4][C:5]([CH2:8][O:9][C:10]2[CH:15]=[CH:14][NH:13][C:12](=[O:16])[CH:11]=2)=[N:6][CH:7]=1.Br[C:18]1[CH:19]=[C:20]([CH3:32])[C:21]([N:24]2[CH2:28][CH2:27][CH:26]([N:29]([CH3:31])[CH3:30])[CH2:25]2)=[N:22][CH:23]=1.[C@@H]1(N)CCCC[C@H]1N.C([O-])([O-])=O.[K+].[K+]. The catalyst is O1CCOCC1.[Cu]I. The product is [Cl:1][C:2]1[CH:3]=[CH:4][C:5]([CH2:8][O:9][C:10]2[CH:15]=[CH:14][N:13]([C:18]3[CH:23]=[N:22][C:21]([N:24]4[CH2:28][CH2:27][CH:26]([N:29]([CH3:30])[CH3:31])[CH2:25]4)=[C:20]([CH3:32])[CH:19]=3)[C:12](=[O:16])[CH:11]=2)=[N:6][CH:7]=1. The yield is 0.150. (5) The reactants are [F:1][C:2]1[CH:9]=[CH:8][CH:7]=[C:4]([CH:5]=O)[C:3]=1[OH:10].CC1(C)O[C:17](=[O:18])[CH2:16][C:14](=[O:15])[O:13]1. The catalyst is O. The product is [F:1][C:2]1[CH:9]=[CH:8][CH:7]=[C:4]2[C:3]=1[O:10][C:17](=[O:18])[C:16]([C:14]([OH:15])=[O:13])=[CH:5]2. The yield is 0.680. (6) The reactants are [F:1][C:2]1[CH:7]=[CH:6][C:5]([C:8]2(/[CH:14]=[CH:15]/[C:16](OCC)=[O:17])[CH2:13][CH2:12][CH2:11][CH2:10][CH2:9]2)=[CH:4][CH:3]=1.CC(C[AlH]CC(C)C)C. The catalyst is C1(C)C=CC=CC=1. The product is [F:1][C:2]1[CH:3]=[CH:4][C:5]([C:8]2(/[CH:14]=[CH:15]/[CH2:16][OH:17])[CH2:13][CH2:12][CH2:11][CH2:10][CH2:9]2)=[CH:6][CH:7]=1. The yield is 0.760.